This data is from Forward reaction prediction with 1.9M reactions from USPTO patents (1976-2016). The task is: Predict the product of the given reaction. (1) Given the reactants [Cl:1][C:2]1[CH:26]=[CH:25][C:24]([Cl:27])=[CH:23][C:3]=1[O:4][C:5]1[C:10]([C:11]([NH:13][C:14]2[CH:19]=[C:18]([F:20])[CH:17]=[CH:16][C:15]=2[O:21][CH3:22])=[O:12])=[CH:9][N:8]=[CH:7][CH:6]=1.[CH3:28]C(C)([O-])C.[K+].IC.C(O)(=O)CC(CC(O)=O)(C(O)=O)O, predict the reaction product. The product is: [Cl:1][C:2]1[CH:26]=[CH:25][C:24]([Cl:27])=[CH:23][C:3]=1[O:4][C:5]1[C:10]([C:11]([N:13]([C:14]2[CH:19]=[C:18]([F:20])[CH:17]=[CH:16][C:15]=2[O:21][CH3:22])[CH3:28])=[O:12])=[CH:9][N:8]=[CH:7][CH:6]=1. (2) Given the reactants [C:1]([O:5][C:6](=[O:29])[NH:7][C@@:8]([CH2:13][CH2:14][C:15]1[CH:20]=[CH:19][C:18]([O:21][Si](C(C)(C)C)(C)C)=[CH:17][CH:16]=1)([CH3:12])[C@H:9]([OH:11])[CH3:10])([CH3:4])([CH3:3])[CH3:2].CCOC(C)=O.C([O-])(O)=O.[Na+], predict the reaction product. The product is: [C:1]([O:5][C:6](=[O:29])[NH:7][C@@:8]([CH2:13][CH2:14][C:15]1[CH:20]=[CH:19][C:18]([OH:21])=[CH:17][CH:16]=1)([CH3:12])[C@H:9]([OH:11])[CH3:10])([CH3:2])([CH3:3])[CH3:4]. (3) Given the reactants [F:1][C:2]1[CH:7]=[CH:6][CH:5]=[CH:4][C:3]=1[C:8]1[N:12]=[C:11]([N:13]2[CH2:18][CH2:17][N:16](C(OC(C)(C)C)=O)[CH2:15][CH2:14]2)[S:10][N:9]=1.[ClH:26].C(OCC)(=O)C, predict the reaction product. The product is: [ClH:26].[F:1][C:2]1[CH:7]=[CH:6][CH:5]=[CH:4][C:3]=1[C:8]1[N:12]=[C:11]([N:13]2[CH2:14][CH2:15][NH:16][CH2:17][CH2:18]2)[S:10][N:9]=1. (4) The product is: [N+:1]([C:4]1[CH:5]=[CH:6][C:7](/[CH:8]=[CH:9]/[C:10]([O:12][CH3:20])=[O:11])=[CH:13][CH:14]=1)([O-:3])=[O:2]. Given the reactants [N+:1]([C:4]1[CH:14]=[CH:13][C:7]([CH:8]=[CH:9][C:10]([OH:12])=[O:11])=[CH:6][CH:5]=1)([O-:3])=[O:2].OS(O)(=O)=O.[CH3:20]O, predict the reaction product. (5) Given the reactants [CH2:1]([S:3]([C:6]1[CH:7]=[CH:8][C:9](F)=[C:10]([CH:14]=1)[C:11]([OH:13])=[O:12])(=[O:5])=[O:4])[CH3:2].[CH:16]([OH:19])([CH3:18])[CH3:17], predict the reaction product. The product is: [CH2:1]([S:3]([C:6]1[CH:7]=[CH:8][C:9]([O:19][CH:16]([CH3:18])[CH3:17])=[C:10]([CH:14]=1)[C:11]([OH:13])=[O:12])(=[O:5])=[O:4])[CH3:2]. (6) Given the reactants CO[C:3]([C:5]1[N:6]=[C:7]([C:23]#[N:24])[C:8]2[C:13]([C:14]=1[OH:15])=[CH:12][CH:11]=[CH:10][C:9]=2[O:16][C:17]1[CH:22]=[CH:21][CH:20]=[CH:19][CH:18]=1)=[O:4].[NH2:25][CH2:26][C:27]([OH:29])=[O:28].C[O-].[Na+], predict the reaction product. The product is: [C:23]([C:7]1[C:8]2[C:13](=[CH:12][CH:11]=[CH:10][C:9]=2[O:16][C:17]2[CH:18]=[CH:19][CH:20]=[CH:21][CH:22]=2)[C:14]([OH:15])=[C:5]([C:3]([NH:25][CH2:26][C:27]([OH:29])=[O:28])=[O:4])[N:6]=1)#[N:24]. (7) Given the reactants [C:1]1([C:7]2[N:8]=[C:9]([NH2:18])[S:10][C:11]=2[C:12]2[CH:17]=[CH:16][CH:15]=[CH:14][CH:13]=2)[CH2:6][CH2:5][CH2:4][CH2:3][CH:2]=1.Br[CH2:20][C:21](=O)[C:22]([O:24][CH2:25][CH3:26])=[O:23].CCN(CC)CC, predict the reaction product. The product is: [C:1]1([C:7]2[N:8]3[CH:20]=[C:21]([C:22]([O:24][CH2:25][CH3:26])=[O:23])[N:18]=[C:9]3[S:10][C:11]=2[C:12]2[CH:13]=[CH:14][CH:15]=[CH:16][CH:17]=2)[CH2:6][CH2:5][CH2:4][CH2:3][CH:2]=1. (8) The product is: [Cl:27][C:28]1[C:36]2[N:35]=[N:34][N:33]([CH2:37][CH:38]3[CH2:40][CH2:39]3)[C:32]=2[CH:31]=[CH:30][C:29]=1[C:41]1[CH2:46][CH2:45][CH:44]([CH2:47][I:25])[CH2:43][CH:42]=1. Given the reactants C1(P(C2C=CC=CC=2)C2C=CC=CC=2)C=CC=CC=1.N1C=CN=C1.[I:25]I.[Cl:27][C:28]1[C:36]2[N:35]=[N:34][N:33]([CH2:37][CH:38]3[CH2:40][CH2:39]3)[C:32]=2[CH:31]=[CH:30][C:29]=1[C:41]1[CH2:46][CH2:45][CH:44]([CH2:47]O)[CH2:43][CH:42]=1, predict the reaction product. (9) Given the reactants [OH-].[Na+].[CH2:3]([O:10][C:11]([NH:13][C@@H:14]([C:37]([O:39]C)=[O:38])[CH2:15][O:16][C@@H:17]([C:31]1[CH:36]=[CH:35][CH:34]=[CH:33][CH:32]=1)[CH2:18][N:19]([C:24]([O:26][C:27]([CH3:30])([CH3:29])[CH3:28])=[O:25])[CH2:20][CH:21]1[CH2:23][CH2:22]1)=[O:12])[C:4]1[CH:9]=[CH:8][CH:7]=[CH:6][CH:5]=1.Cl, predict the reaction product. The product is: [CH2:3]([O:10][C:11]([NH:13][C@@H:14]([C:37]([OH:39])=[O:38])[CH2:15][O:16][C@@H:17]([C:31]1[CH:36]=[CH:35][CH:34]=[CH:33][CH:32]=1)[CH2:18][N:19]([C:24]([O:26][C:27]([CH3:30])([CH3:29])[CH3:28])=[O:25])[CH2:20][CH:21]1[CH2:22][CH2:23]1)=[O:12])[C:4]1[CH:5]=[CH:6][CH:7]=[CH:8][CH:9]=1.